From a dataset of Reaction yield outcomes from USPTO patents with 853,638 reactions. Predict the reaction yield, written as a fraction of the theoretical maximum amount of product (1.0 means a 100% yield; for example, 0.34 means a 34% yield). (1) The product is [F:1][C:2]1[C:3]([N+:10]([O-:12])=[O:11])=[C:4]([NH:14][CH3:13])[CH:5]=[C:6]([F:8])[CH:7]=1. The reactants are [F:1][C:2]1[CH:7]=[C:6]([F:8])[CH:5]=[C:4](F)[C:3]=1[N+:10]([O-:12])=[O:11].[CH3:13][NH2:14].O. The yield is 0.830. The catalyst is CCO. (2) The reactants are [Cl:1][C:2]1[S:43][C:5]2[C:6](=[O:42])[N:7](COCC[Si](C)(C)C)[C:8]3[C:9]([CH3:33])=[CH:10][C:11]([O:31][CH3:32])=[C:12]([C:14]4[CH:19]=[CH:18][C:17]([C@@H:20]([CH3:30])[CH2:21][NH:22]C(=O)OC(C)(C)C)=[CH:16][CH:15]=4)[C:13]=3[C:4]=2[CH:3]=1.FC(F)(F)C(O)=O. The catalyst is C(Cl)Cl. The product is [ClH:1].[NH2:22][CH2:21][C@@H:20]([C:17]1[CH:18]=[CH:19][C:14]([C:12]2[C:13]3[C:4]4[CH:3]=[C:2]([Cl:1])[S:43][C:5]=4[C:6](=[O:42])[NH:7][C:8]=3[C:9]([CH3:33])=[CH:10][C:11]=2[O:31][CH3:32])=[CH:15][CH:16]=1)[CH3:30]. The yield is 0.920. (3) The reactants are [NH2:1][C:2]1[CH:3]=[CH:4][CH:5]=[C:6]2[C:11]=1[CH:10]=[C:9]([OH:12])[CH:8]=[CH:7]2.[C:13](OC(=O)C)(=[O:15])[CH3:14]. The catalyst is CO. The product is [OH:12][C:9]1[CH:10]=[C:11]2[C:6]([CH:5]=[CH:4][CH:3]=[C:2]2[NH:1][C:13](=[O:15])[CH3:14])=[CH:7][CH:8]=1. The yield is 0.930. (4) The catalyst is ClCCl.CO. The yield is 0.740. The product is [C:1]([O:5][C:6]([N:8]1[CH2:13][CH2:12][CH:11]([O:14][C:15]2[CH:20]=[CH:19][C:18]([N:21]([CH2:22]/[CH:23]=[CH:24]/[C:25]3[CH:26]=[C:27]([CH:30]=[CH:31][CH:32]=3)[C:28]#[N:29])[CH3:35])=[CH:17][CH:16]=2)[CH2:10][CH2:9]1)=[O:7])([CH3:4])([CH3:2])[CH3:3]. The reactants are [C:1]([O:5][C:6]([N:8]1[CH2:13][CH2:12][CH:11]([O:14][C:15]2[CH:20]=[CH:19][C:18]([NH:21][CH2:22]/[CH:23]=[CH:24]/[C:25]3[CH:26]=[C:27]([CH:30]=[CH:31][CH:32]=3)[C:28]#[N:29])=[CH:17][CH:16]=2)[CH2:10][CH2:9]1)=[O:7])([CH3:4])([CH3:3])[CH3:2].C=O.[CH3:35]C(OCC1C2C(=CC=CC=2)C(COC(C)=O)=C2C=1C=CC=C2)=O.C([BH3-])#N.[Na+]. (5) The reactants are [Cl:1][C:2]1[S:6][C:5]([C:7]([OH:9])=[O:8])=[CH:4][C:3]=1[C:10]1[N:14]([CH3:15])[N:13]=[CH:12][CH:11]=1.C1C(=O)N([Br:23])C(=O)C1. The catalyst is O1CCCC1. The product is [Br:23][C:11]1[CH:12]=[N:13][N:14]([CH3:15])[C:10]=1[C:3]1[CH:4]=[C:5]([C:7]([OH:9])=[O:8])[S:6][C:2]=1[Cl:1]. The yield is 0.790. (6) The reactants are [CH2:1]([O:4][CH2:5][C:6]1[CH:7]=[C:8]([C:12]2[CH:17]=[CH:16][C:15]([CH2:18][N:19]3[CH2:23][C:22]4([CH2:28][CH2:27][CH2:26][CH2:25][CH2:24]4)[O:21][C:20]3=[O:29])=[CH:14][CH:13]=2)[CH:9]=[CH:10][CH:11]=1)[CH:2]=C.[BH4-].[Na+].C(Cl)Cl.C[OH:36]. The catalyst is C(=O)=O.CC(C)=O. The product is [OH:36][CH2:2][CH2:1][O:4][CH2:5][C:6]1[CH:7]=[C:8]([C:12]2[CH:13]=[CH:14][C:15]([CH2:18][N:19]3[CH2:23][C:22]4([CH2:28][CH2:27][CH2:26][CH2:25][CH2:24]4)[O:21][C:20]3=[O:29])=[CH:16][CH:17]=2)[CH:9]=[CH:10][CH:11]=1. The yield is 0.510. (7) The reactants are [S].[CH2:2]([O:4][C:5](=[O:19])[CH2:6][CH:7]1[C:16]2[C:11](=[CH:12][CH:13]=[C:14]([O:17][CH3:18])[CH:15]=2)[CH2:10][CH2:9][CH2:8]1)[CH3:3]. The catalyst is C(OCC)(=O)C. The product is [CH2:2]([O:4][C:5](=[O:19])[CH2:6][C:7]1[C:16]2[C:11](=[CH:12][CH:13]=[C:14]([O:17][CH3:18])[CH:15]=2)[CH:10]=[CH:9][CH:8]=1)[CH3:3]. The yield is 0.850. (8) The reactants are [Br:1][C:2]1[CH:10]=[C:9]2[C:5]([CH2:6][C:7]3([CH2:27][CH2:26][CH:25]([O:28][CH3:29])[CH2:24][CH2:23]3)[C:8]2([NH:16][S:17]([C:19]([CH3:22])([CH3:21])[CH3:20])=[O:18])[C:11]([O:13][CH2:14][CH3:15])=C)=[CH:4][CH:3]=1.C[O:31]C1C=CC(P2(SP(C3C=CC(OC)=CC=3)(=S)S2)=S)=CC=1. The catalyst is C1(C)C=CC=CC=1. The product is [Br:1][C:2]1[CH:10]=[C:9]2[C:5]([CH2:6][C:7]3([CH2:27][CH2:26][CH:25]([O:28][CH3:29])[CH2:24][CH2:23]3)[C:8]2([NH:16][S:17]([C:19]([CH3:21])([CH3:22])[CH3:20])=[O:18])[C:11]([O:13][CH2:14][CH3:15])=[O:31])=[CH:4][CH:3]=1. The yield is 0.470.